Dataset: Forward reaction prediction with 1.9M reactions from USPTO patents (1976-2016). Task: Predict the product of the given reaction. (1) Given the reactants [N+:1]([C:4]1[CH:5]=[C:6]([C:14]([OH:16])=[O:15])[C:7](=[CH:12][CH:13]=1)[CH2:8][C:9]([OH:11])=[O:10])([O-])=O.[H][H].[K+].[Br-], predict the reaction product. The product is: [NH2:1][C:4]1[CH:5]=[C:6]([C:14]([OH:16])=[O:15])[C:7](=[CH:12][CH:13]=1)[CH2:8][C:9]([OH:11])=[O:10]. (2) Given the reactants [CH3:1][O:2][CH2:3][C@@H:4]1[CH2:8][CH2:7][CH2:6][NH:5]1.[Br:9][C:10]1[CH:11]=[N:12][CH:13]=[C:14](Br)[CH:15]=1.C1C=CC(P(C2C(C3C(P(C4C=CC=CC=4)C4C=CC=CC=4)=CC=C4C=3C=CC=C4)=C3C(C=CC=C3)=CC=2)C2C=CC=CC=2)=CC=1.CC(C)([O-])C.[Na+], predict the reaction product. The product is: [Br:9][C:10]1[CH:11]=[N:12][CH:13]=[C:14]([N:5]2[CH2:6][CH2:7][CH2:8][C@H:4]2[CH2:3][O:2][CH3:1])[CH:15]=1.